This data is from Full USPTO retrosynthesis dataset with 1.9M reactions from patents (1976-2016). The task is: Predict the reactants needed to synthesize the given product. (1) The reactants are: [CH2:1]([O:3][C:4]([C:6]1[CH2:10][C:9]([C:15]2[CH:20]=[CH:19][C:18]([N:21]3[C:25](=[O:26])[C:24]4=[C:27]([I:31])[CH:28]=[CH:29][CH:30]=[C:23]4[C:22]3=[O:32])=[C:17]([CH3:33])[CH:16]=2)([C:11]([F:14])([F:13])[F:12])[O:8][N:7]=1)=[O:5])[CH3:2].[CH:34]([NH2:37])([CH3:36])[CH3:35]. Given the product [CH2:1]([O:3][C:4]([C:6]1[CH2:10][C:9]([C:15]2[CH:20]=[CH:19][C:18]([NH:21][C:25](=[O:26])[C:24]3[C:23](=[CH:30][CH:29]=[CH:28][C:27]=3[I:31])[C:22]([NH:37][CH:34]([CH3:36])[CH3:35])=[O:32])=[C:17]([CH3:33])[CH:16]=2)([C:11]([F:14])([F:12])[F:13])[O:8][N:7]=1)=[O:5])[CH3:2], predict the reactants needed to synthesize it. (2) Given the product [F:1][CH:2]1[CH:8]([OH:9])[CH2:7][CH2:6][CH2:5][N:4]([C:10]([O:12][C:13]([CH3:16])([CH3:15])[CH3:14])=[O:11])[CH2:3]1, predict the reactants needed to synthesize it. The reactants are: [F:1][CH:2]1[C:8](=[O:9])[CH2:7][CH2:6][CH2:5][N:4]([C:10]([O:12][C:13]([CH3:16])([CH3:15])[CH3:14])=[O:11])[CH2:3]1.[BH4-].[Na+]. (3) Given the product [C:31]1([C:29]2[C:21]3[S:22][C:23]4[C:28]([B:41]5[O:45][C:44]([CH3:47])([CH3:46])[C:43]([CH3:49])([CH3:48])[O:42]5)=[CH:27][CH:26]=[CH:25][C:24]=4[C:20]=3[CH:19]=[C:18]([C:12]3[CH:17]=[CH:16][CH:15]=[CH:14][CH:13]=3)[CH:30]=2)[CH:36]=[CH:35][CH:34]=[CH:33][CH:32]=1, predict the reactants needed to synthesize it. The reactants are: C([Li])(CC)C.C1CCCCC1.[C:12]1([C:18]2[CH:30]=[C:29]([C:31]3[CH:36]=[CH:35][CH:34]=[CH:33][CH:32]=3)[C:21]3[S:22][C:23]4[CH:28]=[CH:27][CH:26]=[CH:25][C:24]=4[C:20]=3[CH:19]=2)[CH:17]=[CH:16][CH:15]=[CH:14][CH:13]=1.C(O[B:41]1[O:45][C:44]([CH3:47])([CH3:46])[C:43]([CH3:49])([CH3:48])[O:42]1)(C)C. (4) Given the product [CH3:21][NH:22][C:30]1[N:35]=[CH:34][C:33]([C:2]2[N:3]=[C:4]([N:15]3[CH2:20][CH2:19][O:18][CH2:17][CH2:16]3)[C:5]3[S:10][C:9]([C:11]([OH:14])([CH3:13])[CH3:12])=[CH:8][C:6]=3[N:7]=2)=[CH:32][N:31]=1, predict the reactants needed to synthesize it. The reactants are: Cl[C:2]1[N:3]=[C:4]([N:15]2[CH2:20][CH2:19][O:18][CH2:17][CH2:16]2)[C:5]2[S:10][C:9]([C:11]([OH:14])([CH3:13])[CH3:12])=[CH:8][C:6]=2[N:7]=1.[CH3:21][N:22]([C:30]1[N:35]=[CH:34][C:33](B2OC(C)(C)C(C)(C)O2)=[CH:32][N:31]=1)C(=O)OC(C)(C)C. (5) Given the product [CH2:1]([O:8][C:9]([C:11]1([N:16]([CH2:17][CH2:18][C:19]([OH:39])=[O:20])[S:21]([C:24]2[CH:25]=[CH:26][C:27]([C:30]3[CH:35]=[CH:34][C:33]([F:36])=[CH:32][CH:31]=3)=[CH:28][CH:29]=2)(=[O:23])=[O:22])[CH2:15][CH2:14][CH2:13][CH2:12]1)=[O:10])[C:2]1[CH:3]=[CH:4][CH:5]=[CH:6][CH:7]=1, predict the reactants needed to synthesize it. The reactants are: [CH2:1]([O:8][C:9]([C:11]1([N:16]([S:21]([C:24]2[CH:29]=[CH:28][C:27]([C:30]3[CH:35]=[CH:34][C:33]([F:36])=[CH:32][CH:31]=3)=[CH:26][CH:25]=2)(=[O:23])=[O:22])[CH2:17][CH2:18][CH2:19][OH:20])[CH2:15][CH2:14][CH2:13][CH2:12]1)=[O:10])[C:2]1[CH:7]=[CH:6][CH:5]=[CH:4][CH:3]=1.CC(C)=[O:39].OS(O)(=O)=O.O=[Cr](=O)=O. (6) Given the product [CH3:20][N:21]1[CH2:26][CH2:25][N:24]([CH2:27][C:28]2[CH:33]=[CH:32][C:31]([NH:34][C:40]([NH:19][C:15]3[CH:16]=[CH:17][CH:18]=[C:13]([C:12]#[C:11][C:10]4[CH:9]=[N:8][CH:7]=[C:6]5[N:2]([CH3:1])[N:3]=[CH:4][C:5]=45)[CH:14]=3)=[O:42])=[CH:30][C:29]=2[C:35]([F:38])([F:36])[F:37])[CH2:23][CH2:22]1, predict the reactants needed to synthesize it. The reactants are: [CH3:1][N:2]1[C:6]2=[CH:7][N:8]=[CH:9][C:10]([C:11]#[C:12][C:13]3[CH:14]=[C:15]([NH2:19])[CH:16]=[CH:17][CH:18]=3)=[C:5]2[CH:4]=[N:3]1.[CH3:20][N:21]1[CH2:26][CH2:25][N:24]([CH2:27][C:28]2[CH:33]=[CH:32][C:31]([NH2:34])=[CH:30][C:29]=2[C:35]([F:38])([F:37])[F:36])[CH2:23][CH2:22]1.Cl[C:40](Cl)([O:42]C(=O)OC(Cl)(Cl)Cl)Cl. (7) Given the product [F:12][C:10]1([F:13])[CH2:9][N:8]([C:14]([O:16][C:17]([CH3:20])([CH3:19])[CH3:18])=[O:15])[C:7]([CH2:6][C:5]2[CH:25]=[CH:26][C:2]([C:28]3[CH:33]=[CH:32][C:31]([F:34])=[CH:30][N:29]=3)=[CH:3][CH:4]=2)([C:21]([O:23][CH3:24])=[O:22])[CH2:11]1, predict the reactants needed to synthesize it. The reactants are: Br[C:2]1[CH:26]=[CH:25][C:5]([CH2:6][C:7]2([C:21]([O:23][CH3:24])=[O:22])[CH2:11][C:10]([F:13])([F:12])[CH2:9][N:8]2[C:14]([O:16][C:17]([CH3:20])([CH3:19])[CH3:18])=[O:15])=[CH:4][CH:3]=1.Br[C:28]1[CH:33]=[CH:32][C:31]([F:34])=[CH:30][N:29]=1.C[Sn](C)C.C[Sn](C)C.[F-].[K+]. (8) Given the product [OH:13][C:14]([CH3:55])([CH3:56])[CH2:15][O:16][C@H:17]1[CH2:22][CH2:21][C@H:20]([N:23]2[C:28](=[O:29])[C:27]([CH2:30][C:31]3[CH:32]=[CH:33][C:34]([C:37]4[CH:42]=[CH:41][CH:40]=[CH:39][C:38]=4[C:43]4[NH:3][C:4](=[O:7])[O:5][N:44]=4)=[CH:35][CH:36]=3)=[C:26]([CH2:45][CH2:46][CH3:47])[N:25]3[N:48]=[C:49]([C:51]([F:53])([F:52])[F:54])[N:50]=[C:24]23)[CH2:19][CH2:18]1, predict the reactants needed to synthesize it. The reactants are: [Cl-].O[NH3+:3].[C:4](=[O:7])([O-])[OH:5].[Na+].CS(C)=O.[OH:13][C:14]([CH3:56])([CH3:55])[CH2:15][O:16][C@H:17]1[CH2:22][CH2:21][C@H:20]([N:23]2[C:28](=[O:29])[C:27]([CH2:30][C:31]3[CH:36]=[CH:35][C:34]([C:37]4[C:38]([C:43]#[N:44])=[CH:39][CH:40]=[CH:41][CH:42]=4)=[CH:33][CH:32]=3)=[C:26]([CH2:45][CH2:46][CH3:47])[N:25]3[N:48]=[C:49]([C:51]([F:54])([F:53])[F:52])[N:50]=[C:24]23)[CH2:19][CH2:18]1. (9) Given the product [Cl:14][C:13]1[C:3]2[CH2:2][N:29]([CH2:28][C:18]3[CH:19]=[N:20][C:21]([O:22][CH2:23][C:24]([F:26])([F:27])[CH3:25])=[C:16]([Cl:15])[CH:17]=3)[C:5](=[O:7])[C:4]=2[CH:10]=[CH:11][N:12]=1, predict the reactants needed to synthesize it. The reactants are: Br[CH2:2][C:3]1[C:13]([Cl:14])=[N:12][CH:11]=[CH:10][C:4]=1[C:5]([O:7]CC)=O.[Cl:15][C:16]1[CH:17]=[C:18]([CH2:28][NH2:29])[CH:19]=[N:20][C:21]=1[O:22][CH2:23][C:24]([F:27])([F:26])[CH3:25]. (10) Given the product [C:1]([NH:6][C:7]1[CH:11]=[CH:10][S:9][C:8]=1[C:12]([OH:14])=[O:13])(=[O:5])[CH2:2][CH2:3][CH3:4], predict the reactants needed to synthesize it. The reactants are: [C:1]([NH:6][C:7]1[CH:11]=[CH:10][S:9][C:8]=1[C:12]([O:14]C)=[O:13])(=[O:5])[CH2:2][CH2:3][CH3:4].[OH-].[K+].Cl.